Dataset: Retrosynthesis with 50K atom-mapped reactions and 10 reaction types from USPTO. Task: Predict the reactants needed to synthesize the given product. (1) Given the product O=C(O)CCCCCc1cccc2cncn12, predict the reactants needed to synthesize it. The reactants are: CCOC(=O)CCCCCc1cccc2cncn12. (2) Given the product CCCCCCC(=O)NNC(=O)c1cnc(-c2ccc(C[C@H](NC(=O)c3ccc(C(C)(C)C)cc3)C(=O)OC(C)(C)C)cc2)nc1, predict the reactants needed to synthesize it. The reactants are: CC(C)(C)OC(=O)[C@H](Cc1ccc(-c2ncc(C(=O)O)cn2)cc1)NC(=O)c1ccc(C(C)(C)C)cc1.CCCCCCC(=O)NN. (3) Given the product CN(c1ccc(Br)cc1[N+](=O)[O-])S(C)(=O)=O, predict the reactants needed to synthesize it. The reactants are: CI.CS(=O)(=O)Nc1ccc(Br)cc1[N+](=O)[O-].